From a dataset of Full USPTO retrosynthesis dataset with 1.9M reactions from patents (1976-2016). Predict the reactants needed to synthesize the given product. (1) Given the product [OH:1][C:2]1[C:11]2[C:6](=[CH:7][C:8]([CH2:12][C:13]3[CH:18]=[CH:17][CH:16]=[CH:15][CH:14]=3)=[CH:9][N:10]=2)[NH:5][C:4](=[O:19])[C:3]=1[C:20]([NH:29][CH2:28][CH2:27][O:26][CH3:25])=[O:21], predict the reactants needed to synthesize it. The reactants are: [OH:1][C:2]1[C:11]2[C:6](=[CH:7][C:8]([CH2:12][C:13]3[CH:18]=[CH:17][CH:16]=[CH:15][CH:14]=3)=[CH:9][N:10]=2)[NH:5][C:4](=[O:19])[C:3]=1[C:20](OCC)=[O:21].[CH3:25][O:26][CH2:27][CH2:28][NH2:29]. (2) Given the product [F:20][C:15]1[CH:14]=[C:13]([CH2:12][CH2:11][NH:10][C:4]2[N:5]=[C:6]([O:8][CH3:9])[N:7]=[C:2]([C:23]3[CH:24]=[C:25]([OH:33])[CH:26]=[CH:27][CH:28]=3)[CH:3]=2)[CH:18]=[CH:17][C:16]=1[F:19], predict the reactants needed to synthesize it. The reactants are: Cl[C:2]1[N:7]=[C:6]([O:8][CH3:9])[N:5]=[C:4]([NH:10][CH2:11][CH2:12][C:13]2[CH:18]=[CH:17][C:16]([F:19])=[C:15]([F:20])[CH:14]=2)[CH:3]=1.C([C:23]1[CH:24]=[C:25](B(O)O)[CH:26]=[CH:27][CH:28]=1)#N.C([O-])([O-])=[O:33].[Cs+].[Cs+]. (3) Given the product [C:1]([O:4][C@@H:5]([CH2:9][O:10][S:11]([C:14]1[CH:20]=[CH:19][C:17]([CH3:18])=[CH:16][CH:15]=1)(=[O:13])=[O:12])[CH2:6][C:7]#[N:8])(=[O:3])[CH3:2], predict the reactants needed to synthesize it. The reactants are: [C:1]([O:4][CH:5]([CH2:9][O:10][S:11]([C:14]1[CH:20]=[CH:19][C:17]([CH3:18])=[CH:16][CH:15]=1)(=[O:13])=[O:12])[CH2:6][C:7]#[N:8])(=[O:3])[CH3:2]. (4) Given the product [Si:1]([O:8][CH2:9][C:10]1[CH:18]=[CH:17][C:13]([C:14]([NH2:24])=[O:15])=[C:12]([N+:19]([O-:21])=[O:20])[CH:11]=1)([C:4]([CH3:7])([CH3:6])[CH3:5])([CH3:3])[CH3:2], predict the reactants needed to synthesize it. The reactants are: [Si:1]([O:8][CH2:9][C:10]1[CH:18]=[CH:17][C:13]([C:14](O)=[O:15])=[C:12]([N+:19]([O-:21])=[O:20])[CH:11]=1)([C:4]([CH3:7])([CH3:6])[CH3:5])([CH3:3])[CH3:2].CC[N:24]=C=NCCCN(C)C.O. (5) The reactants are: [Br:1][C:2]1[CH:18]=[CH:17][C:5]2[C:6]3[N:7]([CH:11]=[C:12]([C:14]([OH:16])=O)[N:13]=3)[CH2:8][CH2:9][O:10][C:4]=2[CH:3]=1.[CH:19]([NH:22][N:23]=[C:24]([NH2:26])[CH3:25])([CH3:21])[CH3:20].CN(C(ON1N=NC2C=CC=CC1=2)=[N+](C)C)C.F[P-](F)(F)(F)(F)F. Given the product [Br:1][C:2]1[CH:18]=[CH:17][C:5]2[C:6]3[N:7]([CH:11]=[C:12]([C:14]([N:26]=[C:24]([NH:23][NH:22][CH:19]([CH3:21])[CH3:20])[CH3:25])=[O:16])[N:13]=3)[CH2:8][CH2:9][O:10][C:4]=2[CH:3]=1, predict the reactants needed to synthesize it. (6) Given the product [Cl:31][C:18]([CH2:17][C:8]1[CH:7]=[CH:6][C:5]([O:4][CH3:3])=[C:14]2[C:9]=1[CH:10]=[CH:11][C:12](=[O:16])[N:13]2[CH3:15])([C:24]([O:26][CH2:27][CH3:28])=[O:25])[C:19]([O:21][CH2:22][CH3:23])=[O:20], predict the reactants needed to synthesize it. The reactants are: [H-].[Na+].[CH3:3][O:4][C:5]1[CH:6]=[CH:7][C:8]([CH2:17][CH:18]([C:24]([O:26][CH2:27][CH3:28])=[O:25])[C:19]([O:21][CH2:22][CH3:23])=[O:20])=[C:9]2[C:14]=1[N:13]([CH3:15])[C:12](=[O:16])[CH:11]=[CH:10]2.[H][H].[Cl:31]N1C(=O)CCC1=O.Cl.